Dataset: Forward reaction prediction with 1.9M reactions from USPTO patents (1976-2016). Task: Predict the product of the given reaction. (1) Given the reactants B#B.[Cl:3][C:4]1[CH:5]=[CH:6][C:7]2[S:11][C:10]([C:12]3[CH:17]=[CH:16][CH:15]=[CH:14][CH:13]=3)=[C:9]([CH2:18][C:19]#[N:20])[C:8]=2[CH:21]=1.Cl, predict the reaction product. The product is: [ClH:3].[Cl:3][C:4]1[CH:5]=[CH:6][C:7]2[S:11][C:10]([C:12]3[CH:17]=[CH:16][CH:15]=[CH:14][CH:13]=3)=[C:9]([CH2:18][CH2:19][NH2:20])[C:8]=2[CH:21]=1. (2) Given the reactants Br[CH2:2][C:3]([N:5]([CH2:8][CH3:9])[CH2:6][CH3:7])=[O:4].[NH2:10][C:11]1[CH:16]=[CH:15][C:14]([CH3:17])=[CH:13][CH:12]=1.[CH3:18][O:19][C:20]1[CH:25]=[C:24]([CH3:26])[CH:23]=[CH:22][C:21]=1[S:27](Cl)(=[O:29])=[O:28], predict the reaction product. The product is: [CH2:6]([N:5]([CH2:8][CH3:9])[C:3](=[O:4])[CH2:2][N:10]([S:27]([C:21]1[CH:22]=[CH:23][C:24]([CH3:26])=[CH:25][C:20]=1[O:19][CH3:18])(=[O:29])=[O:28])[C:11]1[CH:16]=[CH:15][C:14]([CH3:17])=[CH:13][CH:12]=1)[CH3:7]. (3) Given the reactants O.[OH-].[Li+].[OH:4][C@H:5]([CH3:35])[C@H:6]([O:8][C:9]1[CH:10]=[C:11]([O:24][C:25]2[N:26]=[CH:27][C:28]([C:31]([O:33]C)=[O:32])=[N:29][CH:30]=2)[CH:12]=[C:13]([C:15]([NH:17][C:18]2[CH:22]=[CH:21][N:20]([CH3:23])[N:19]=2)=[O:16])[CH:14]=1)[CH3:7].O[C@@H](C)[C@@H](OC1C=C(OC2N=CC(C(OC)=O)=NC=2)C=C(C(NC2C=CN(C)N=2)=O)C=1)C, predict the reaction product. The product is: [OH:4][C@@H:5]([CH3:35])[C@@H:6]([O:8][C:9]1[CH:10]=[C:11]([O:24][C:25]2[N:26]=[CH:27][C:28]([C:31]([OH:33])=[O:32])=[N:29][CH:30]=2)[CH:12]=[C:13]([C:15]([NH:17][C:18]2[CH:22]=[CH:21][N:20]([CH3:23])[N:19]=2)=[O:16])[CH:14]=1)[CH3:7]. (4) Given the reactants [Br:1]C1C=C2C(C(C=O)=CN2)=CC=1.C(O[C:17]1[CH:18]=[C:19]2[C:23](=[CH:24][CH:25]=1)[N:22]([C:26]([NH2:28])=[O:27])[CH:21]=[C:20]2[N:29]=[C:30]=[O:31])C=C, predict the reaction product. The product is: [Br:1][C:25]1[CH:24]=[C:23]2[C:19]([C:20]([N:29]=[C:30]=[O:31])=[CH:21][N:22]2[C:26]([NH2:28])=[O:27])=[CH:18][CH:17]=1. (5) Given the reactants Br[CH2:2][C:3]1[CH:11]=[CH:10][C:6]2=[N:7][O:8][N:9]=[C:5]2[CH:4]=1.BrCC1CCCCO1.[NH:20]1[C:28]2[C:23](=[CH:24][CH:25]=[CH:26][CH:27]=2)[C:22]2([C:40]3[C:31](=[CH:32][C:33]4[O:38][CH2:37][CH2:36][O:35][C:34]=4[CH:39]=3)[O:30][CH2:29]2)[C:21]1=[O:41].N1C2C(=CC=CC=2)C2(COC3C=C4C(=CC2=3)CCO4)C1=O, predict the reaction product. The product is: [N:7]1[O:8][N:9]=[C:5]2[CH:4]=[C:3]([CH2:2][N:20]3[C:28]4[C:23](=[CH:24][CH:25]=[CH:26][CH:27]=4)[C:22]4([C:40]5[C:31](=[CH:32][C:33]6[O:38][CH2:37][CH2:36][O:35][C:34]=6[CH:39]=5)[O:30][CH2:29]4)[C:21]3=[O:41])[CH:11]=[CH:10][C:6]=12.